Dataset: Peptide-MHC class I binding affinity with 185,985 pairs from IEDB/IMGT. Task: Regression. Given a peptide amino acid sequence and an MHC pseudo amino acid sequence, predict their binding affinity value. This is MHC class I binding data. (1) The peptide sequence is YIGLVESVA. The MHC is HLA-A02:01 with pseudo-sequence HLA-A02:01. The binding affinity (normalized) is 0.392. (2) The binding affinity (normalized) is 0.385. The peptide sequence is RLYYDSMSY. The MHC is HLA-B58:01 with pseudo-sequence HLA-B58:01. (3) The peptide sequence is ILLRDAGLV. The MHC is HLA-A02:01 with pseudo-sequence HLA-A02:01. The binding affinity (normalized) is 0.395. (4) The peptide sequence is YLRNAGAAM. The MHC is HLA-C15:02 with pseudo-sequence HLA-C15:02. The binding affinity (normalized) is 0.243. (5) The peptide sequence is KPHETAIKEV. The MHC is HLA-B07:02 with pseudo-sequence HLA-B07:02. The binding affinity (normalized) is 0.567. (6) The peptide sequence is YLKDQQLL. The MHC is HLA-B08:01 with pseudo-sequence HLA-B08:01. The binding affinity (normalized) is 0.769. (7) The peptide sequence is KCDELAAKL. The MHC is HLA-A02:01 with pseudo-sequence HLA-A02:01. The binding affinity (normalized) is 0.372. (8) The peptide sequence is QTVEDEARR. The MHC is HLA-A03:01 with pseudo-sequence HLA-A03:01. The binding affinity (normalized) is 0.00916.